Regression. Given two drug SMILES strings and cell line genomic features, predict the synergy score measuring deviation from expected non-interaction effect. From a dataset of NCI-60 drug combinations with 297,098 pairs across 59 cell lines. Drug 1: C1=C(C(=O)NC(=O)N1)N(CCCl)CCCl. Drug 2: CC1C(C(CC(O1)OC2CC(OC(C2O)C)OC3=CC4=CC5=C(C(=O)C(C(C5)C(C(=O)C(C(C)O)O)OC)OC6CC(C(C(O6)C)O)OC7CC(C(C(O7)C)O)OC8CC(C(C(O8)C)O)(C)O)C(=C4C(=C3C)O)O)O)O. Cell line: A498. Synergy scores: CSS=16.3, Synergy_ZIP=-3.48, Synergy_Bliss=1.86, Synergy_Loewe=2.11, Synergy_HSA=2.16.